Dataset: NCI-60 drug combinations with 297,098 pairs across 59 cell lines. Task: Regression. Given two drug SMILES strings and cell line genomic features, predict the synergy score measuring deviation from expected non-interaction effect. (1) Drug 1: CCC1(CC2CC(C3=C(CCN(C2)C1)C4=CC=CC=C4N3)(C5=C(C=C6C(=C5)C78CCN9C7C(C=CC9)(C(C(C8N6C=O)(C(=O)OC)O)OC(=O)C)CC)OC)C(=O)OC)O.OS(=O)(=O)O. Drug 2: CC1=C(C(=CC=C1)Cl)NC(=O)C2=CN=C(S2)NC3=CC(=NC(=N3)C)N4CCN(CC4)CCO. Cell line: LOX IMVI. Synergy scores: CSS=10.1, Synergy_ZIP=1.11, Synergy_Bliss=8.97, Synergy_Loewe=1.39, Synergy_HSA=5.77. (2) Drug 1: CCC1=CC2CC(C3=C(CN(C2)C1)C4=CC=CC=C4N3)(C5=C(C=C6C(=C5)C78CCN9C7C(C=CC9)(C(C(C8N6C)(C(=O)OC)O)OC(=O)C)CC)OC)C(=O)OC.C(C(C(=O)O)O)(C(=O)O)O. Drug 2: CN1C2=C(C=C(C=C2)N(CCCl)CCCl)N=C1CCCC(=O)O.Cl. Cell line: CAKI-1. Synergy scores: CSS=14.0, Synergy_ZIP=-6.92, Synergy_Bliss=-9.20, Synergy_Loewe=-16.3, Synergy_HSA=-5.91. (3) Drug 1: CC1=CC2C(CCC3(C2CCC3(C(=O)C)OC(=O)C)C)C4(C1=CC(=O)CC4)C. Drug 2: CC(C)CN1C=NC2=C1C3=CC=CC=C3N=C2N. Cell line: HOP-62. Synergy scores: CSS=0.819, Synergy_ZIP=5.61, Synergy_Bliss=9.23, Synergy_Loewe=2.70, Synergy_HSA=3.04. (4) Drug 1: CC1=C(C=C(C=C1)NC2=NC=CC(=N2)N(C)C3=CC4=NN(C(=C4C=C3)C)C)S(=O)(=O)N.Cl. Drug 2: CC1C(C(=O)NC(C(=O)N2CCCC2C(=O)N(CC(=O)N(C(C(=O)O1)C(C)C)C)C)C(C)C)NC(=O)C3=C4C(=C(C=C3)C)OC5=C(C(=O)C(=C(C5=N4)C(=O)NC6C(OC(=O)C(N(C(=O)CN(C(=O)C7CCCN7C(=O)C(NC6=O)C(C)C)C)C)C(C)C)C)N)C. Cell line: SK-MEL-5. Synergy scores: CSS=-1.92, Synergy_ZIP=8.45, Synergy_Bliss=11.4, Synergy_Loewe=8.19, Synergy_HSA=8.99. (5) Drug 1: CCCCC(=O)OCC(=O)C1(CC(C2=C(C1)C(=C3C(=C2O)C(=O)C4=C(C3=O)C=CC=C4OC)O)OC5CC(C(C(O5)C)O)NC(=O)C(F)(F)F)O. Drug 2: C1CN1C2=NC(=NC(=N2)N3CC3)N4CC4. Cell line: SK-MEL-2. Synergy scores: CSS=54.8, Synergy_ZIP=6.87, Synergy_Bliss=15.5, Synergy_Loewe=-13.9, Synergy_HSA=-0.589. (6) Drug 1: C1=NC2=C(N1)C(=S)N=CN2. Drug 2: CCN(CC)CCCC(C)NC1=C2C=C(C=CC2=NC3=C1C=CC(=C3)Cl)OC. Cell line: RPMI-8226. Synergy scores: CSS=63.0, Synergy_ZIP=-4.12, Synergy_Bliss=1.03, Synergy_Loewe=-5.83, Synergy_HSA=3.28. (7) Drug 1: C1=NC2=C(N=C(N=C2N1C3C(C(C(O3)CO)O)O)F)N. Drug 2: CCC1(CC2CC(C3=C(CCN(C2)C1)C4=CC=CC=C4N3)(C5=C(C=C6C(=C5)C78CCN9C7C(C=CC9)(C(C(C8N6C)(C(=O)OC)O)OC(=O)C)CC)OC)C(=O)OC)O.OS(=O)(=O)O. Cell line: UACC-257. Synergy scores: CSS=-0.414, Synergy_ZIP=-0.357, Synergy_Bliss=-3.20, Synergy_Loewe=-3.20, Synergy_HSA=-4.45. (8) Synergy scores: CSS=12.6, Synergy_ZIP=-4.11, Synergy_Bliss=0.707, Synergy_Loewe=-0.317, Synergy_HSA=0.547. Drug 2: CCN(CC)CCNC(=O)C1=C(NC(=C1C)C=C2C3=C(C=CC(=C3)F)NC2=O)C. Drug 1: C1=CC(=CC=C1CC(C(=O)O)N)N(CCCl)CCCl.Cl. Cell line: HCT116. (9) Drug 1: CCC1=CC2CC(C3=C(CN(C2)C1)C4=CC=CC=C4N3)(C5=C(C=C6C(=C5)C78CCN9C7C(C=CC9)(C(C(C8N6C)(C(=O)OC)O)OC(=O)C)CC)OC)C(=O)OC.C(C(C(=O)O)O)(C(=O)O)O. Drug 2: CN(C)N=NC1=C(NC=N1)C(=O)N. Cell line: LOX IMVI. Synergy scores: CSS=63.1, Synergy_ZIP=0.0815, Synergy_Bliss=-1.16, Synergy_Loewe=1.62, Synergy_HSA=5.08. (10) Drug 1: C1CCC(C1)C(CC#N)N2C=C(C=N2)C3=C4C=CNC4=NC=N3. Drug 2: C1=C(C(=O)NC(=O)N1)F. Cell line: M14. Synergy scores: CSS=24.2, Synergy_ZIP=-2.25, Synergy_Bliss=-3.50, Synergy_Loewe=-13.1, Synergy_HSA=-10.8.